Dataset: Forward reaction prediction with 1.9M reactions from USPTO patents (1976-2016). Task: Predict the product of the given reaction. (1) The product is: [C:7]([C:9]1[CH:17]=[CH:16][C:12]([C:13]([NH:25][C:21]2[CH:20]=[N:19][CH:24]=[CH:23][CH:22]=2)=[O:15])=[C:11]([CH3:18])[CH:10]=1)#[N:8]. Given the reactants C(Cl)(=O)C(Cl)=O.[C:7]([C:9]1[CH:17]=[CH:16][C:12]([C:13]([OH:15])=O)=[C:11]([CH3:18])[CH:10]=1)#[N:8].[N:19]1[CH:24]=[CH:23][CH:22]=[C:21]([NH2:25])[CH:20]=1, predict the reaction product. (2) Given the reactants CO[C:3]([C:5]1[C:14]([OH:15])=[C:13]2[C:8]([CH:9]=[CH:10][C:11](=[O:23])[N:12]2[CH2:16][C:17]2[CH:22]=[CH:21][CH:20]=[CH:19][CH:18]=2)=[C:7]([C:24]#[N:25])[N:6]=1)=[O:4].[NH2:26][CH2:27][CH2:28][C:29]([OH:31])=[O:30].C[O-].[Na+], predict the reaction product. The product is: [CH2:16]([N:12]1[C:13]2[C:8](=[C:7]([C:24]#[N:25])[N:6]=[C:5]([C:3]([NH:26][CH2:27][CH2:28][C:29]([OH:31])=[O:30])=[O:4])[C:14]=2[OH:15])[CH:9]=[CH:10][C:11]1=[O:23])[C:17]1[CH:22]=[CH:21][CH:20]=[CH:19][CH:18]=1. (3) Given the reactants [Cl:1][C:2]1[N:7]=[C:6]2[NH:8][N:9]=[CH:10][C:5]2=[C:4]([CH:11]([F:13])[F:12])[CH:3]=1.[I:14]N1C(=O)CCC1=O.C(=O)([O-])O.[Na+].ClCCl, predict the reaction product. The product is: [Cl:1][C:2]1[N:7]=[C:6]2[NH:8][N:9]=[C:10]([I:14])[C:5]2=[C:4]([CH:11]([F:12])[F:13])[CH:3]=1. (4) Given the reactants [F:1][C:2]1[CH:3]=[C:4]([CH2:9][C@H:10]([NH:25][S@](C(C)(C)C)=O)[C:11]2[C:16]([C:17]3[CH:22]=[CH:21][C:20]([O:23][CH3:24])=[CH:19][CH:18]=3)=[CH:15][CH:14]=[CH:13][N:12]=2)[CH:5]=[C:6]([F:8])[CH:7]=1.[ClH:32], predict the reaction product. The product is: [ClH:32].[F:8][C:6]1[CH:5]=[C:4]([CH2:9][C@@H:10]([C:11]2[C:16]([C:17]3[CH:18]=[CH:19][C:20]([O:23][CH3:24])=[CH:21][CH:22]=3)=[CH:15][CH:14]=[CH:13][N:12]=2)[NH2:25])[CH:3]=[C:2]([F:1])[CH:7]=1. (5) The product is: [Br:1][C:2]1[CH:7]=[N:6][C:5]2[C:4]([CH:3]=1)=[N:8][CH:14]=[CH:13][CH:18]=2. Given the reactants [Br:1][C:2]1[CH:3]=[C:4]([NH2:8])[CH:5]=[N:6][CH:7]=1.[Na+].[N+]([C:13]1[CH:14]=C(S([O-])(=O)=O)C=C[CH:18]=1)([O-])=O.OCC(CO)O.S(=O)(=O)(O)O.C([O-])(O)=O.[Na+], predict the reaction product. (6) Given the reactants O.O.[P:3]([O-:7])([OH:6])([OH:5])=[O:4].[Na+].O.[C:10]([OH:22])(=[O:21])[CH2:11][C:12]([CH2:17][C:18]([OH:20])=[O:19])([C:14]([OH:16])=[O:15])[OH:13].O.O.O.O.O.O.O.O.O.O.O.O.P([O-])([O-])(O)=O.[Na+].[Na+].O.O.C([O-])(=O)CC(CC([O-])=O)(C([O-])=O)O.[Na+].[Na+].[Na+], predict the reaction product. The product is: [P:3]([OH:7])([OH:6])([OH:5])=[O:4].[C:10]([OH:22])(=[O:21])[CH2:11][C:12]([CH2:17][C:18]([OH:20])=[O:19])([C:14]([OH:16])=[O:15])[OH:13]. (7) Given the reactants [Cl:1][C:2]1[CH:3]=[N:4][C:5]2[N:6]([N:8]=[C:9]([C:11]([OH:13])=O)[CH:10]=2)[CH:7]=1.[CH3:14][CH:15]1[NH:20][CH2:19][CH2:18][N:17]2[C:21]([C:24]3[NH:28][N:27]=[N:26][N:25]=3)=[CH:22][CH:23]=[C:16]12, predict the reaction product. The product is: [Cl:1][C:2]1[CH:3]=[N:4][C:5]2[N:6]([N:8]=[C:9]([C:11]([N:20]3[CH2:19][CH2:18][N:17]4[C:21]([C:24]5[NH:25][N:26]=[N:27][N:28]=5)=[CH:22][CH:23]=[C:16]4[CH:15]3[CH3:14])=[O:13])[CH:10]=2)[CH:7]=1. (8) Given the reactants [CH3:1][S:2][C:3]1[S:4][C:5]2[CH:11]=[C:10]([CH2:12][N:13]3[C:17]4=[N:18][CH:19]=[C:20]([C:22]([F:25])([F:24])[F:23])[CH:21]=[C:16]4[N:15]=[CH:14]3)[CH:9]=[CH:8][C:6]=2[N:7]=1.C1C=C(Cl)C=C(C(OO)=[O:34])C=1, predict the reaction product. The product is: [CH3:1][S:2]([C:3]1[S:4][C:5]2[CH:11]=[C:10]([CH2:12][N:13]3[C:17]4=[N:18][CH:19]=[C:20]([C:22]([F:25])([F:23])[F:24])[CH:21]=[C:16]4[N:15]=[CH:14]3)[CH:9]=[CH:8][C:6]=2[N:7]=1)=[O:34]. (9) Given the reactants [CH2:1]([O:3][C:4](=[O:21])[CH:5]=[CH:6][C:7]1[S:8][C:9]([N+:18]([O-])=O)=[C:10]([CH2:12][C:13]([O:15][CH2:16][CH3:17])=[O:14])[CH:11]=1)[CH3:2], predict the reaction product. The product is: [CH2:1]([O:3][C:4](=[O:21])[CH:5]=[CH:6][C:7]1[S:8][C:9]([NH2:18])=[C:10]([CH2:12][C:13]([O:15][CH2:16][CH3:17])=[O:14])[CH:11]=1)[CH3:2].